From a dataset of Catalyst prediction with 721,799 reactions and 888 catalyst types from USPTO. Predict which catalyst facilitates the given reaction. (1) Product: [C:24]([Si:27]([CH3:29])([CH3:28])[O:2][CH2:3][C@@H:4]([NH:14][C:15]([C@@H:17]1[CH2:22][C@@H:21]2[C@@H:19]([CH2:20]2)[NH:18]1)=[O:16])[C:5]12[CH2:8][C:7]([C:10]([F:13])([F:12])[F:11])([CH2:6]1)[CH2:9]2)([CH3:26])([CH3:25])[CH3:23]. The catalyst class is: 1. Reactant: Cl.[OH:2][CH2:3][C@@H:4]([NH:14][C:15]([C@@H:17]1[CH2:22][C@@H:21]2[C@@H:19]([CH2:20]2)[NH:18]1)=[O:16])[C:5]12[CH2:9][C:7]([C:10]([F:13])([F:12])[F:11])([CH2:8]1)[CH2:6]2.[CH3:23][C:24]([Si:27](Cl)([CH3:29])[CH3:28])([CH3:26])[CH3:25].N1C=CN=C1.O. (2) Reactant: [C:1]([O:5][C:6]([N:8]1[CH2:13][CH2:12][NH:11][C@H:10]([C:14]([OH:16])=[O:15])[CH2:9]1)=[O:7])([CH3:4])([CH3:3])[CH3:2].C([O-])(O)=O.[Na+].[C:22](Cl)([O:24][CH2:25][C:26]1[CH:31]=[CH:30][CH:29]=[CH:28][CH:27]=1)=[O:23]. Product: [CH2:25]([O:24][C:22]([N:11]1[CH2:12][CH2:13][N:8]([C:6]([O:5][C:1]([CH3:4])([CH3:2])[CH3:3])=[O:7])[CH2:9][C@H:10]1[C:14]([OH:16])=[O:15])=[O:23])[C:26]1[CH:31]=[CH:30][CH:29]=[CH:28][CH:27]=1. The catalyst class is: 127. (3) Reactant: [CH:1]12[CH2:17][CH:5]3[N:6](C(OC(C)(C)C)=O)[CH:7]([CH2:9][CH:3]([CH2:4]3)[O:2]1)[CH2:8]2.[ClH:18]. Product: [ClH:18].[CH:1]12[CH2:17][CH:5]3[NH:6][CH:7]([CH2:9][CH:3]([CH2:4]3)[O:2]1)[CH2:8]2. The catalyst class is: 12.